Task: Regression. Given a peptide amino acid sequence and an MHC pseudo amino acid sequence, predict their binding affinity value. This is MHC class I binding data.. Dataset: Peptide-MHC class I binding affinity with 185,985 pairs from IEDB/IMGT (1) The peptide sequence is LPPVVAKEI. The MHC is HLA-B53:01 with pseudo-sequence HLA-B53:01. The binding affinity (normalized) is 0. (2) The peptide sequence is FILLLCLIFL. The MHC is HLA-A02:02 with pseudo-sequence HLA-A02:02. The binding affinity (normalized) is 0.249.